This data is from Catalyst prediction with 721,799 reactions and 888 catalyst types from USPTO. The task is: Predict which catalyst facilitates the given reaction. Reactant: [Br:1][C:2]1[CH:3]=[CH:4][C:5]([C:8]#[N:9])=[N:6][CH:7]=1.B.C1COCC1.Cl.C([O-])([O-])=O.[K+].[K+]. Product: [Br:1][C:2]1[CH:3]=[CH:4][C:5]([CH2:8][NH2:9])=[N:6][CH:7]=1. The catalyst class is: 5.